Dataset: NCI-60 drug combinations with 297,098 pairs across 59 cell lines. Task: Regression. Given two drug SMILES strings and cell line genomic features, predict the synergy score measuring deviation from expected non-interaction effect. Drug 1: CC1=CC2C(CCC3(C2CCC3(C(=O)C)OC(=O)C)C)C4(C1=CC(=O)CC4)C. Drug 2: CC1C(C(CC(O1)OC2CC(CC3=C2C(=C4C(=C3O)C(=O)C5=C(C4=O)C(=CC=C5)OC)O)(C(=O)CO)O)N)O.Cl. Cell line: OVCAR-8. Synergy scores: CSS=44.9, Synergy_ZIP=7.74, Synergy_Bliss=7.54, Synergy_Loewe=-7.86, Synergy_HSA=8.75.